From a dataset of Full USPTO retrosynthesis dataset with 1.9M reactions from patents (1976-2016). Predict the reactants needed to synthesize the given product. (1) The reactants are: [F:1][C:2]1[CH:37]=[C:36]([F:38])[CH:35]=[CH:34][C:3]=1[CH2:4][C:5]1[C:6]([NH:27][C:28](=[O:33])[C:29]([F:32])([F:31])[F:30])=[C:7]([C:18]2[CH:26]=[CH:25][C:21]([C:22]([OH:24])=O)=[CH:20][CH:19]=2)[C:8]2[C:15](=[O:16])[N:14]3[C@@H:10]([CH2:11][CH2:12][CH2:13]3)[C:9]=2[N:17]=1.Cl.CN(C)CCCN=C=NCC.O.ON1C2C=CC=CC=2N=N1.[NH2:62][C@H:63]1[C:71]2[C:66](=[CH:67][CH:68]=[CH:69][CH:70]=2)[CH2:65][CH2:64]1. Given the product [F:1][C:2]1[CH:37]=[C:36]([F:38])[CH:35]=[CH:34][C:3]=1[CH2:4][C:5]1[C:6]([NH:27][C:28](=[O:33])[C:29]([F:30])([F:32])[F:31])=[C:7]([C:18]2[CH:26]=[CH:25][C:21]([C:22]([NH:62][C@H:63]3[C:71]4[C:66](=[CH:67][CH:68]=[CH:69][CH:70]=4)[CH2:65][CH2:64]3)=[O:24])=[CH:20][CH:19]=2)[C:8]2[C:15](=[O:16])[N:14]3[C@@H:10]([CH2:11][CH2:12][CH2:13]3)[C:9]=2[N:17]=1, predict the reactants needed to synthesize it. (2) Given the product [CH3:27][O:28][CH2:29][CH2:30][NH:31][CH2:12][CH:13]1[CH2:22][CH2:21][C:20]2[C:15](=[CH:16][C:17]([S:23]([CH3:26])(=[O:24])=[O:25])=[CH:18][CH:19]=2)[O:14]1, predict the reactants needed to synthesize it. The reactants are: CC1C=CC(S(O[CH2:12][CH:13]2[CH2:22][CH2:21][C:20]3[C:15](=[CH:16][C:17]([S:23]([CH3:26])(=[O:25])=[O:24])=[CH:18][CH:19]=3)[O:14]2)(=O)=O)=CC=1.[CH3:27][O:28][CH2:29][CH2:30][NH2:31].